This data is from Full USPTO retrosynthesis dataset with 1.9M reactions from patents (1976-2016). The task is: Predict the reactants needed to synthesize the given product. (1) Given the product [OH:21][C:22]1[C:27]([CH3:28])=[C:26]([O:29][CH2:25][CH2:24][CH2:23][CH2:22][O:21][N:6]2[C:10]3[CH:11]=[CH:12][CH:13]=[CH:14][C:9]=3[N:8]=[C:7]2[C:15]2[CH:16]=[CH:17][CH:18]=[CH:19][CH:20]=2)[CH:25]=[CH:24][C:23]=1[C:30](=[O:36])[CH2:31][C:32]([CH3:33])([CH3:35])[CH3:34], predict the reactants needed to synthesize it. The reactants are: BrCCCC[N:6]1[C:10]2[CH:11]=[CH:12][CH:13]=[CH:14][C:9]=2[N:8]=[C:7]1[C:15]1[CH:20]=[CH:19][CH:18]=[CH:17][CH:16]=1.[OH:21][C:22]1[C:27]([CH3:28])=[C:26]([OH:29])[CH:25]=[CH:24][C:23]=1[C:30](=[O:36])[CH2:31][C:32]([CH3:35])([CH3:34])[CH3:33]. (2) Given the product [CH3:1][N:2]1[CH2:7][CH2:6][N:5]([C:8]2[CH:9]=[CH:10][C:11]3[N:15]=[C:14]([C:16]4[C:20]([NH2:21])=[CH:19][N:18]([CH:24]5[CH2:29][CH2:28][CH2:27][CH2:26][O:25]5)[N:17]=4)[NH:13][C:12]=3[CH:30]=2)[CH2:4][CH2:3]1, predict the reactants needed to synthesize it. The reactants are: [CH3:1][N:2]1[CH2:7][CH2:6][N:5]([C:8]2[CH:9]=[CH:10][C:11]3[N:15]=[C:14]([C:16]4[C:20]([N+:21]([O-])=O)=[CH:19][N:18]([CH:24]5[CH2:29][CH2:28][CH2:27][CH2:26][O:25]5)[N:17]=4)[NH:13][C:12]=3[CH:30]=2)[CH2:4][CH2:3]1.[H][H]. (3) Given the product [Br:1][C:2]1[CH:10]=[CH:9][C:5]([C:6]([N:15]([CH2:17][CH2:20][OH:21])[CH3:16])=[O:8])=[CH:4][C:3]=1[O:11][CH2:12][CH3:13], predict the reactants needed to synthesize it. The reactants are: [Br:1][C:2]1[CH:10]=[CH:9][C:5]([C:6]([OH:8])=O)=[CH:4][C:3]=1[O:11][CH2:12][CH3:13].C[N:15]([CH:17]=O)[CH3:16].C(Cl)(=O)[C:20](Cl)=[O:21]. (4) Given the product [ClH:18].[Cl:18][C:19]1[CH:26]=[CH:25][CH:24]=[CH:23][C:20]=1[CH2:21][NH:22][CH2:2][C:3]([N:5]([C:12]1[CH:17]=[CH:16][CH:15]=[CH:14][CH:13]=1)[C:6]1[CH:11]=[CH:10][CH:9]=[CH:8][CH:7]=1)=[O:4], predict the reactants needed to synthesize it. The reactants are: Br[CH2:2][C:3]([N:5]([C:12]1[CH:17]=[CH:16][CH:15]=[CH:14][CH:13]=1)[C:6]1[CH:11]=[CH:10][CH:9]=[CH:8][CH:7]=1)=[O:4].[Cl:18][C:19]1[CH:26]=[CH:25][CH:24]=[CH:23][C:20]=1[CH2:21][NH2:22].C([O-])(O)=O.[Na+]. (5) Given the product [CH3:33][C:29]1[N:28]=[C:27]([C:24]2[O:23][C:22]([C:9](=[O:8])[CH2:10][CH2:11][CH2:12][CH2:13][CH2:14][CH2:15][C:16]3[CH:21]=[CH:20][CH:19]=[CH:18][CH:17]=3)=[N:26][CH:25]=2)[CH:32]=[CH:31][CH:30]=1, predict the reactants needed to synthesize it. The reactants are: [Si]([O:8][CH:9]([C:22]1[O:23][C:24]([C:27]2[CH:32]=[CH:31][CH:30]=[C:29]([CH3:33])[N:28]=2)=[CH:25][N:26]=1)[CH2:10][CH2:11][CH2:12][CH2:13][CH2:14][CH2:15][C:16]1[CH:21]=[CH:20][CH:19]=[CH:18][CH:17]=1)(C(C)(C)C)(C)C.[Si](OC(C1OC([Sn](CCCC)(CCCC)CCCC)=CN=1)CCCCCCC1C=CC=CC=1)(C(C)(C)C)(C)C.BrC1C=CC=C(C)N=1. (6) Given the product [C:15]([C:14]1[CH:17]=[CH:18][C:19]([O:21][C:33]2[CH:38]=[CH:37][N:36]=[C:35]([C:39]#[N:40])[CH:34]=2)=[CH:20][C:13]=1[C:9]1[N:8]=[C:7]2[N:6]([CH3:22])[C:5](=[O:23])[N:4]([CH2:3][C:2]([CH3:25])([CH3:24])[CH3:1])[C:12]2=[CH:11][CH:10]=1)#[N:16], predict the reactants needed to synthesize it. The reactants are: [CH3:1][C:2]([CH3:25])([CH3:24])[CH2:3][N:4]1[C:12]2[C:7](=[N:8][C:9]([C:13]3[CH:20]=[C:19]([OH:21])[CH:18]=[CH:17][C:14]=3[C:15]#[N:16])=[CH:10][CH:11]=2)[N:6]([CH3:22])[C:5]1=[O:23].C(=O)([O-])[O-].[K+].[K+].Cl[C:33]1[CH:38]=[CH:37][N:36]=[C:35]([C:39]#[N:40])[CH:34]=1. (7) Given the product [CH3:11][N:12]([CH3:25])[C:13]1[C:22]2[C:17](=[CH:18][CH:19]=[CH:20][CH:21]=2)[C:16]([CH:23]=[C:3]2[C:4]3[C:9](=[CH:8][CH:7]=[CH:6][CH:5]=3)[NH:1][C:2]2=[O:10])=[CH:15][CH:14]=1, predict the reactants needed to synthesize it. The reactants are: [N:1]1[C:2](=[O:10])[CH:3]=[C:4]2[C:9]=1[CH:8]=[CH:7][CH:6]=[CH:5]2.[CH3:11][N:12]([CH3:25])[C:13]1[C:22]2[C:17](=[CH:18][CH:19]=[CH:20][CH:21]=2)[C:16]([CH:23]=O)=[CH:15][CH:14]=1.